Dataset: Forward reaction prediction with 1.9M reactions from USPTO patents (1976-2016). Task: Predict the product of the given reaction. The product is: [Cl:1][CH2:2][CH2:3][O:4][C:5]1[CH:14]=[C:13]2[C:8]([C:9]([CH3:26])=[CH:10][N:11]([C:16]3[CH:17]=[C:18]([CH:22]=[CH:23][C:24]=3[CH3:25])[C:19]([NH:46][CH:42]3[CH2:45][CH2:44][CH2:43]3)=[O:20])[C:12]2=[O:15])=[CH:7][CH:6]=1. Given the reactants [Cl:1][CH2:2][CH2:3][O:4][C:5]1[CH:14]=[C:13]2[C:8]([C:9]([CH3:26])=[CH:10][N:11]([C:16]3[CH:17]=[C:18]([CH:22]=[CH:23][C:24]=3[CH3:25])[C:19](O)=[O:20])[C:12]2=[O:15])=[CH:7][CH:6]=1.C(Cl)(=O)C(Cl)=O.CCN(C(C)C)C(C)C.[CH:42]1([NH2:46])[CH2:45][CH2:44][CH2:43]1, predict the reaction product.